From a dataset of Reaction yield outcomes from USPTO patents with 853,638 reactions. Predict the reaction yield, written as a fraction of the theoretical maximum amount of product (1.0 means a 100% yield; for example, 0.34 means a 34% yield). The reactants are Cl.[Br:2][C:3]1[CH:9]=[CH:8][C:6]([NH2:7])=[CH:5][C:4]=1[C:10]([F:13])([F:12])[F:11].Cl[C:15](OC(Cl)(Cl)Cl)=[O:16]. The catalyst is C1(C)C=CC=CC=1. The product is [Br:2][C:3]1[CH:9]=[CH:8][C:6]([N:7]=[C:15]=[O:16])=[CH:5][C:4]=1[C:10]([F:11])([F:12])[F:13]. The yield is 0.860.